From a dataset of Forward reaction prediction with 1.9M reactions from USPTO patents (1976-2016). Predict the product of the given reaction. (1) Given the reactants [F:1][C:2]1[CH:3]=[C:4]2[C:8](=[CH:9][CH:10]=1)[NH:7][C:6](=[O:11])[CH:5]2[CH2:12][CH2:13][CH2:14][CH2:15]OS(C)(=O)=O.[Cl:21][C:22]1[S:30][C:29]2[CH2:28][CH2:27][NH:26][CH2:25][C:24]=2[CH:23]=1, predict the reaction product. The product is: [ClH:21].[Cl:21][C:22]1[S:30][C:29]2[CH2:28][CH2:27][N:26]([CH2:15][CH2:14][CH2:13][CH2:12][CH:5]3[C:4]4[C:8](=[CH:9][CH:10]=[C:2]([F:1])[CH:3]=4)[NH:7][C:6]3=[O:11])[CH2:25][C:24]=2[CH:23]=1. (2) Given the reactants [CH3:1][O:2][C:3](=[O:16])[C:4](=O)[CH:5](Cl)[C:6]1[CH:11]=[CH:10][CH:9]=[C:8]([O:12][CH3:13])[CH:7]=1.[C:17]([NH2:20])(=[S:19])[CH3:18], predict the reaction product. The product is: [CH3:1][O:2][C:3]([C:4]1[N:20]=[C:17]([CH3:18])[S:19][C:5]=1[C:6]1[CH:11]=[CH:10][CH:9]=[C:8]([O:12][CH3:13])[CH:7]=1)=[O:16]. (3) Given the reactants C[O:2][C:3]1[N:8]=[CH:7][C:6]([C:9]2[N:10]=[C:11]3[C:17]4[CH:18]=[CH:19][CH:20]=[CH:21][C:16]=4[NH:15][C:14]4[N:22]=[CH:23][CH:24]=[CH:25][C:13]=4[N:12]3[C:26]=2[C:27]2[CH:32]=[CH:31][C:30]([C:33]3([NH:37]C(=O)OC(C)(C)C)[CH2:36][CH2:35][CH2:34]3)=[CH:29][CH:28]=2)=[CH:5][N:4]=1.Cl.O1CCOCC1, predict the reaction product. The product is: [NH2:37][C:33]1([C:30]2[CH:31]=[CH:32][C:27]([C:26]3[N:12]4[C:13]5[CH:25]=[CH:24][CH:23]=[N:22][C:14]=5[NH:15][C:16]5[CH:21]=[CH:20][CH:19]=[CH:18][C:17]=5[C:11]4=[N:10][C:9]=3[C:6]3[CH:7]=[N:8][C:3]([OH:2])=[N:4][CH:5]=3)=[CH:28][CH:29]=2)[CH2:36][CH2:35][CH2:34]1. (4) Given the reactants F[C:2]1[C:7]([C:8]#[N:9])=[CH:6][C:5]2[C:10]3([CH2:26][O:27][C:4]=2[CH:3]=1)[C:18]1[C:13](=[CH:14][CH:15]=[CH:16][CH:17]=1)[N:12]([CH2:19][C@H:20]1[CH2:24][CH2:23][CH2:22][O:21]1)[C:11]3=[O:25].CC(=[N:31][OH:32])C.C(=O)([O-])[O-].[Cs+].[Cs+].O, predict the reaction product. The product is: [NH2:9][C:8]1[C:7]2[CH:6]=[C:5]3[C:10]4([C:18]5[C:13](=[CH:14][CH:15]=[CH:16][CH:17]=5)[N:12]([CH2:19][C@H:20]5[CH2:24][CH2:23][CH2:22][O:21]5)[C:11]4=[O:25])[CH2:26][O:27][C:4]3=[CH:3][C:2]=2[O:32][N:31]=1. (5) Given the reactants F[C:2]1[CH:20]=[CH:19][C:18]([F:21])=[CH:17][C:3]=1[C:4]([C:6]1[O:7][C:8]2[CH:14]=[CH:13][C:12]([O:15][CH3:16])=[CH:11][C:9]=2[CH:10]=1)=[O:5].[NH:22]1[CH2:27][CH2:26][O:25][CH2:24][CH2:23]1, predict the reaction product. The product is: [F:21][C:18]1[CH:19]=[CH:20][C:2]([N:22]2[CH2:27][CH2:26][O:25][CH2:24][CH2:23]2)=[C:3]([CH:17]=1)[C:4]([C:6]1[O:7][C:8]2[CH:14]=[CH:13][C:12]([O:15][CH3:16])=[CH:11][C:9]=2[CH:10]=1)=[O:5].